Dataset: Full USPTO retrosynthesis dataset with 1.9M reactions from patents (1976-2016). Task: Predict the reactants needed to synthesize the given product. (1) The reactants are: [NH2:1][C:2]1[CH:10]=[C:9]([F:11])[CH:8]=[C:7]([F:12])[C:3]=1[C:4]([NH2:6])=[O:5].[CH3:13][C:14]1[CH:19]=[C:18]([CH:20]=O)[CH:17]=[C:16]([CH3:22])[N:15]=1.S([O-])(O)=O.[Na+].O.C1(C)C=CC(S(O)(=O)=O)=CC=1. Given the product [CH3:13][C:14]1[CH:19]=[C:18]([C:20]2[NH:6][C:4](=[O:5])[C:3]3[C:2](=[CH:10][C:9]([F:11])=[CH:8][C:7]=3[F:12])[N:1]=2)[CH:17]=[C:16]([CH3:22])[N:15]=1, predict the reactants needed to synthesize it. (2) Given the product [F:13][C:14]1[CH:19]=[C:18]([C:2]2[C:3]([CH3:12])=[CH:4][C:5]([CH2:8][C:9]([OH:11])=[O:10])=[CH:6][N:7]=2)[CH:17]=[CH:16][N:15]=1, predict the reactants needed to synthesize it. The reactants are: Cl[C:2]1[N:7]=[CH:6][C:5]([CH2:8][C:9]([OH:11])=[O:10])=[CH:4][C:3]=1[CH3:12].[F:13][C:14]1[CH:19]=[C:18](B(O)O)[CH:17]=[CH:16][N:15]=1.COC1C=CC=C(OC)C=1C1C=CC=CC=1P(C1CCCCC1)C1CCCCC1.[O-]P([O-])([O-])=O.[K+].[K+].[K+]. (3) Given the product [NH2:1][C:2]1[CH:7]=[CH:6][C:5]([Cl:8])=[CH:4][C:3]=1[C:9]([C:11]1[CH:16]=[CH:15][CH:14]=[C:13]([O:25][CH3:24])[CH:12]=1)=[O:10], predict the reactants needed to synthesize it. The reactants are: [NH2:1][C:2]1[CH:7]=[CH:6][C:5]([Cl:8])=[CH:4][C:3]=1[C:9]([C:11]1[CH:16]=[CH:15][CH:14]=[CH:13][C:12]=1C)=[O:10].ClC1C=CC2N=[C:24](C3C=CC=CC=3)[O:25]C(=O)C=2C=1. (4) Given the product [NH2:24][CH2:23][C:20]1[S:21][CH:22]=[C:18]([C:9]2[CH:10]=[C:11]([C:14]([CH3:15])([CH3:16])[CH3:17])[C:12]([OH:13])=[C:7]([C:3]([CH3:6])([CH3:5])[CH3:4])[CH:8]=2)[N:19]=1, predict the reactants needed to synthesize it. The reactants are: [OH-].[K+].[C:3]([C:7]1[CH:8]=[C:9]([C:18]2[N:19]=[C:20]([CH2:23][NH:24]C(=O)OCC3C=CC=CC=3)[S:21][CH:22]=2)[CH:10]=[C:11]([C:14]([CH3:17])([CH3:16])[CH3:15])[C:12]=1[OH:13])([CH3:6])([CH3:5])[CH3:4]. (5) Given the product [F:3][C:4]1[CH:5]=[C:6]([CH:19]=[CH:20][CH:21]=1)[CH2:7][N:8]1[CH:13]=[CH:12][C:11]([OH:14])=[C:10]([C:16]#[N:17])[C:9]1=[O:18], predict the reactants needed to synthesize it. The reactants are: [H-].[Na+].[F:3][C:4]1[CH:5]=[C:6]([CH:19]=[CH:20][CH:21]=1)[CH2:7][N:8]1[CH:13]=[CH:12][C:11]([O:14]C)=[C:10]([C:16]#[N:17])[C:9]1=[O:18].Cl. (6) Given the product [Br:1][C:2]1[C:7]([C:8]2[CH:9]=[CH:10][C:11]([Cl:14])=[CH:12][CH:13]=2)=[CH:6][C:5]2[N:4]([C:33](=[O:36])[NH:16][N:15]=2)[C:3]=1[CH3:17], predict the reactants needed to synthesize it. The reactants are: [Br:1][C:2]1[C:3]([CH3:17])=[N:4][C:5]([NH:15][NH2:16])=[CH:6][C:7]=1[C:8]1[CH:13]=[CH:12][C:11]([Cl:14])=[CH:10][CH:9]=1.BrC1C2N([C:33](=[O:36])NN=2)C(C)=CC=1C1C=CC(Cl)=CC=1.